Dataset: Reaction yield outcomes from USPTO patents with 853,638 reactions. Task: Predict the reaction yield, written as a fraction of the theoretical maximum amount of product (1.0 means a 100% yield; for example, 0.34 means a 34% yield). (1) The reactants are [Cl:1][C:2]1[CH:7]=[C:6]([Cl:8])[CH:5]=[CH:4][C:3]=1[C:9]1[C:17]2[C:13](=[C:14]([CH:19]=[CH:20][C:21]#[N:22])[N:15]([CH3:18])[N:16]=2)[CH:12]=[CH:11][CH:10]=1.[BH4-].[Na+]. The catalyst is C1COCC1.C(O)(C)C. The product is [Cl:1][C:2]1[CH:7]=[C:6]([Cl:8])[CH:5]=[CH:4][C:3]=1[C:9]1[C:17]2[C:13](=[C:14]([CH2:19][CH2:20][C:21]#[N:22])[N:15]([CH3:18])[N:16]=2)[CH:12]=[CH:11][CH:10]=1. The yield is 0.400. (2) The reactants are [Cl:1][C:2]1[CH:3]=[C:4]([C:17]([OH:19])=O)[C:5]2[O:9][C:8]([C:10]3[CH:15]=[CH:14][CH:13]=[CH:12][CH:11]=3)=[N:7][C:6]=2[CH:16]=1.Cl.Cl.[NH2:22][CH:23]1[CH2:30][CH:29]2[N:31]([CH3:32])[CH:25]([CH2:26][CH2:27][CH2:28]2)[CH2:24]1. No catalyst specified. The product is [CH3:32][N:31]1[CH:25]2[CH2:26][CH2:27][CH2:28][CH:29]1[CH2:30][CH:23]([NH:22][C:17]([C:4]1[C:5]3[O:9][C:8]([C:10]4[CH:11]=[CH:12][CH:13]=[CH:14][CH:15]=4)=[N:7][C:6]=3[CH:16]=[C:2]([Cl:1])[CH:3]=1)=[O:19])[CH2:24]2. The yield is 0.490. (3) The reactants are [Cl:1][C:2]1[C:3]([C:31]2[C:39]3[C:34](=[CH:35][CH:36]=[CH:37][CH:38]=3)[N:33]([S:40]([C:43]3[CH:48]=[CH:47][CH:46]=[CH:45][CH:44]=3)(=[O:42])=[O:41])[CH:32]=2)=[N:4][C:5]([NH:8][CH:9]2[CH2:14][CH2:13][N:12]([C:15]([C:17]3[CH:22]=[CH:21][C:20]([NH:23]C(=O)OC(C)(C)C)=[CH:19][CH:18]=3)=[O:16])[CH2:11][CH2:10]2)=[N:6][CH:7]=1.[C:49]([OH:55])([C:51]([F:54])([F:53])[F:52])=[O:50]. The catalyst is C(Cl)Cl. The product is [OH:55][C:49]([C:51]([F:54])([F:53])[F:52])=[O:50].[NH2:23][C:20]1[CH:19]=[CH:18][C:17]([C:15]([N:12]2[CH2:11][CH2:10][CH:9]([NH:8][C:5]3[N:4]=[C:3]([C:31]4[C:39]5[C:34](=[CH:35][CH:36]=[CH:37][CH:38]=5)[N:33]([S:40]([C:43]5[CH:44]=[CH:45][CH:46]=[CH:47][CH:48]=5)(=[O:41])=[O:42])[CH:32]=4)[C:2]([Cl:1])=[CH:7][N:6]=3)[CH2:14][CH2:13]2)=[O:16])=[CH:22][CH:21]=1. The yield is 0.996. (4) The reactants are Br[C:2]1[C:10]2[N:9]=[CH:8][N:7]([CH3:11])[C:6]=2[CH:5]=[C:4]([Cl:12])[CH:3]=1.[O:13]1[CH2:16][CH:15]([N:17]2[CH2:22][CH2:21][N:20]([C:23]3[CH:24]=[CH:25][C:26]([NH2:29])=[N:27][CH:28]=3)[CH2:19][CH2:18]2)[CH2:14]1.C(=O)([O-])[O-].[Cs+].[Cs+].CC1(C)C2C(=C(P(C3C=CC=CC=3)C3C=CC=CC=3)C=CC=2)OC2C(P(C3C=CC=CC=3)C3C=CC=CC=3)=CC=CC1=2. The catalyst is C1C=CC(/C=C/C(/C=C/C2C=CC=CC=2)=O)=CC=1.C1C=CC(/C=C/C(/C=C/C2C=CC=CC=2)=O)=CC=1.C1C=CC(/C=C/C(/C=C/C2C=CC=CC=2)=O)=CC=1.[Pd].[Pd]. The product is [Cl:12][C:4]1[CH:3]=[C:2]([NH:29][C:26]2[CH:25]=[CH:24][C:23]([N:20]3[CH2:21][CH2:22][N:17]([CH:15]4[CH2:14][O:13][CH2:16]4)[CH2:18][CH2:19]3)=[CH:28][N:27]=2)[C:10]2[N:9]=[CH:8][N:7]([CH3:11])[C:6]=2[CH:5]=1. The yield is 1.00.